From a dataset of Forward reaction prediction with 1.9M reactions from USPTO patents (1976-2016). Predict the product of the given reaction. (1) Given the reactants [Cl:1][C:2]1[CH:3]=[C:4]([CH:8]=[CH:9][C:10]=1[N:11]([CH3:28])[C:12]([C:14]1[S:27][C:17]2[C:18]3[CH:26]=[CH:25][CH:24]=[CH:23][C:19]=3[O:20][CH2:21][CH2:22][C:16]=2[CH:15]=1)=[O:13])[C:5](O)=[O:6].[NH2:29][CH2:30][CH:31]([OH:33])[CH3:32], predict the reaction product. The product is: [Cl:1][C:2]1[CH:3]=[C:4]([C:5](=[O:6])[NH:29][CH2:30][CH:31]([OH:33])[CH3:32])[CH:8]=[CH:9][C:10]=1[N:11]([CH3:28])[C:12]([C:14]1[S:27][C:17]2[C:18]3[CH:26]=[CH:25][CH:24]=[CH:23][C:19]=3[O:20][CH2:21][CH2:22][C:16]=2[CH:15]=1)=[O:13]. (2) Given the reactants [CH3:1][O:2][C:3]1[CH:8]=[CH:7][CH:6]=[CH:5][C:4]=1[C:9]1[C:17]2[C:12](=[N:13][CH:14]=[C:15](B3OC(C)(C)C(C)(C)O3)[CH:16]=2)[N:11]([S:27]([C:30]2[CH:35]=[CH:34][C:33]([CH3:36])=[CH:32][CH:31]=2)(=[O:29])=[O:28])[CH:10]=1.Br[C:38]1[CH:47]=[C:42]([C:43]([O:45][CH3:46])=[O:44])[C:41]([OH:48])=[CH:40][CH:39]=1.ClCCl, predict the reaction product. The product is: [CH3:46][O:45][C:43](=[O:44])[C:42]1[CH:47]=[C:38]([C:15]2[CH:16]=[C:17]3[C:9]([C:4]4[CH:5]=[CH:6][CH:7]=[CH:8][C:3]=4[O:2][CH3:1])=[CH:10][N:11]([S:27]([C:30]4[C:31]([CH3:32])=[CH:36][CH:33]=[CH:34][CH:35]=4)(=[O:29])=[O:28])[C:12]3=[N:13][CH:14]=2)[CH:39]=[CH:40][C:41]=1[OH:48]. (3) Given the reactants [O:1]([C:8]1[N:9]=[C:10]2[C:16]([C:17](O)=[O:18])=[CH:15][N:14]([CH2:20][O:21][CH2:22][CH2:23][Si:24]([CH3:27])([CH3:26])[CH3:25])[C:11]2=[N:12][CH:13]=1)[C:2]1[CH:7]=[CH:6][CH:5]=[CH:4][CH:3]=1.CN(C)CCCN=C=NCC.[CH:39]([NH2:42])([CH3:41])[CH3:40], predict the reaction product. The product is: [CH:39]([NH:42][C:17]([C:16]1[C:10]2[C:11](=[N:12][CH:13]=[C:8]([O:1][C:2]3[CH:7]=[CH:6][CH:5]=[CH:4][CH:3]=3)[N:9]=2)[N:14]([CH2:20][O:21][CH2:22][CH2:23][Si:24]([CH3:26])([CH3:25])[CH3:27])[CH:15]=1)=[O:18])([CH3:41])[CH3:40]. (4) Given the reactants [O:1]1[CH2:6][CH2:5][N:4]([C:7]2[C:12]([N:13]3[CH:17]=[CH:16][CH:15]=[N:14]3)=[CH:11][C:10]([N+:18]([O-])=O)=[CH:9][N:8]=2)[CH2:3][CH2:2]1, predict the reaction product. The product is: [O:1]1[CH2:6][CH2:5][N:4]([C:7]2[N:8]=[CH:9][C:10]([NH2:18])=[CH:11][C:12]=2[N:13]2[CH:17]=[CH:16][CH:15]=[N:14]2)[CH2:3][CH2:2]1. (5) Given the reactants [N+:1]([C:4]1[CH:5]=[C:6]([C:10]([N:12]2[CH2:16][CH2:15][CH2:14][CH2:13]2)=[O:11])[CH:7]=[N:8][CH:9]=1)([O-])=O, predict the reaction product. The product is: [NH2:1][C:4]1[CH:5]=[C:6]([C:10]([N:12]2[CH2:16][CH2:15][CH2:14][CH2:13]2)=[O:11])[CH:7]=[N:8][CH:9]=1. (6) Given the reactants [CH:1]1([C:4]2[N:9]=[C:8]([C:10]([NH:12][C:13]3[C:14]([C:19](O)=[O:20])=[N:15][N:16]([CH3:18])[CH:17]=3)=[O:11])[C:7]([NH:22][C:23]3[CH:24]=[N:25][CH:26]=[N:27][CH:28]=3)=[CH:6][CH:5]=2)[CH2:3][CH2:2]1.CN1CCOCC1.CN(C(ON1N=NC2C=CC=CC1=2)=[N+](C)C)C.F[P-](F)(F)(F)(F)F.[CH3:60][C:61]1([CH3:66])[CH2:65][CH2:64][CH2:63][NH:62]1, predict the reaction product. The product is: [CH:1]1([C:4]2[N:9]=[C:8]([C:10](=[N:12][C:13]3[C:14]([C:19]([N:62]4[CH2:63][CH2:64][CH2:65][C:61]4([CH3:66])[CH3:60])=[O:20])=[N:15][N:16]([CH3:18])[CH:17]=3)[OH:11])[C:7]([NH:22][C:23]3[CH:28]=[N:27][CH:26]=[N:25][CH:24]=3)=[CH:6][CH:5]=2)[CH2:3][CH2:2]1. (7) Given the reactants [N:1]1([CH2:6][CH2:7][NH:8][C:9]2[N:14]=[C:13]([C@@H:15]([NH:25]C(=O)OC(C)(C)C)[CH2:16][C:17]3[CH:22]=[C:21]([F:23])[CH:20]=[C:19]([F:24])[CH:18]=3)[C:12]([C:33]3[CH:38]=[CH:37][C:36]([F:39])=[C:35]([C:40](=[O:42])[NH2:41])[CH:34]=3)=[CH:11][N:10]=2)[CH:5]=[CH:4][N:3]=[N:2]1.[ClH:43], predict the reaction product. The product is: [ClH:43].[N:1]1([CH2:6][CH2:7][NH:8][C:9]2[N:14]=[C:13]([C@@H:15]([NH2:25])[CH2:16][C:17]3[CH:22]=[C:21]([F:23])[CH:20]=[C:19]([F:24])[CH:18]=3)[C:12]([C:33]3[CH:38]=[CH:37][C:36]([F:39])=[C:35]([CH:34]=3)[C:40]([NH2:41])=[O:42])=[CH:11][N:10]=2)[CH:5]=[CH:4][N:3]=[N:2]1. (8) Given the reactants [C:1]([O:5][C:6]([N:8]1[C@H:12]([C:13]([OH:15])=O)[C:11]([CH3:17])([CH3:16])[S:10][CH2:9]1)=[O:7])([CH3:4])([CH3:3])[CH3:2].P(Cl)(OC1C=CC=CC=1)(OC1C=CC=CC=1)=O.CCN(CC)CC.[CH2:42]([NH2:45])[CH:43]=[CH2:44].Cl, predict the reaction product. The product is: [C:1]([O:5][C:6]([N:8]1[C@H:12]([C:13](=[O:15])[NH:45][CH2:42][CH:43]=[CH2:44])[C:11]([CH3:17])([CH3:16])[S:10][CH2:9]1)=[O:7])([CH3:2])([CH3:3])[CH3:4]. (9) Given the reactants [ClH:1].[C:2]([C:5]1[CH:6]=[CH:7][C:8]([O:29]CC2C=CC=CC=2)=[C:9]([CH:28]=1)[CH2:10][NH:11][C:12](=[O:27])[C:13]1[CH:18]=[CH:17][C:16]([C:19]([N:21]2[CH2:25][CH2:24][CH2:23][CH2:22]2)=[O:20])=[C:15]([CH3:26])[CH:14]=1)(=[NH:4])[NH2:3].[H][H], predict the reaction product. The product is: [ClH:1].[C:2]([C:5]1[CH:6]=[CH:7][C:8]([OH:29])=[C:9]([CH:28]=1)[CH2:10][NH:11][C:12](=[O:27])[C:13]1[CH:18]=[CH:17][C:16]([C:19]([N:21]2[CH2:22][CH2:23][CH2:24][CH2:25]2)=[O:20])=[C:15]([CH3:26])[CH:14]=1)(=[NH:3])[NH2:4]. (10) Given the reactants [F:1][C:2]1[CH:7]=[CH:6][CH:5]=[C:4]([F:8])[C:3]=1[C:9]1[CH:14]=[CH:13][C:12](F)=[C:11]([CH:16]=O)[CH:10]=1.O.O.[NH2:20][NH2:21], predict the reaction product. The product is: [F:1][C:2]1[CH:7]=[CH:6][CH:5]=[C:4]([F:8])[C:3]=1[C:9]1[CH:10]=[C:11]2[C:12](=[CH:13][CH:14]=1)[NH:21][N:20]=[CH:16]2.